This data is from Forward reaction prediction with 1.9M reactions from USPTO patents (1976-2016). The task is: Predict the product of the given reaction. (1) Given the reactants C[O:2][C:3]1[CH:20]=[C:19]([CH3:21])[CH:18]=[C:17]2[C:4]=1[C@@:5]1([CH3:25])[C@H:14]([CH2:15][S:16]2)[C@:13]2([CH3:22])[C@H:8]([C:9]([CH3:24])([CH3:23])[CH2:10][CH2:11][CH2:12]2)[CH2:7][CH2:6]1.B(Br)(Br)Br, predict the reaction product. The product is: [CH3:25][C@@:5]12[CH2:6][CH2:7][C@@H:8]3[C@:13]([CH3:22])([CH2:12][CH2:11][CH2:10][C:9]3([CH3:23])[CH3:24])[C@H:14]1[CH2:15][S:16][C:17]1[C:4]2=[C:3]([OH:2])[CH:20]=[C:19]([CH3:21])[CH:18]=1. (2) Given the reactants [CH3:1][N:2]1[CH:6]=[C:5]([C:7]2[CH:39]=[CH:38][C:10]3[N:11]([C:14]4[S:18][C:17]([C:19]([NH2:21])=[O:20])=[C:16]([O:22][CH:23]([C:25]5[CH:30]=[CH:29][CH:28]=[C:27]([O:31][CH:32]6[CH2:37][CH2:36][NH:35][CH2:34][CH2:33]6)[CH:26]=5)[CH3:24])[CH:15]=4)[CH:12]=[N:13][C:9]=3[CH:8]=2)[CH:4]=[N:3]1.[CH3:40]C(OCC1C2C(=CC=CC=2)C(COC(C)=O)=C2C=1C=CC=C2)=O.C=O.C(O[BH-](OC(=O)C)OC(=O)C)(=O)C.[Na+].[OH-].[Na+], predict the reaction product. The product is: [CH3:40][N:35]1[CH2:34][CH2:33][CH:32]([O:31][C:27]2[CH:26]=[C:25]([CH:23]([O:22][C:16]3[CH:15]=[C:14]([N:11]4[C:10]5[CH:38]=[CH:39][C:7]([C:5]6[CH:4]=[N:3][N:2]([CH3:1])[CH:6]=6)=[CH:8][C:9]=5[N:13]=[CH:12]4)[S:18][C:17]=3[C:19]([NH2:21])=[O:20])[CH3:24])[CH:30]=[CH:29][CH:28]=2)[CH2:37][CH2:36]1. (3) Given the reactants [CH3:1][O:2][C:3]1[CH:12]=[C:11]2[C:6]([CH:7]=[CH:8][C:9](=[O:16])[N:10]2[CH2:13][CH:14]=O)=[N:5][CH:4]=1.[O:17]1[C:26]2[CH:25]=[C:24]([CH2:27][N:28]([CH:36]3[CH2:41][CH2:40][NH:39][CH2:38][CH2:37]3)[C:29](=[O:35])[O:30][C:31]([CH3:34])([CH3:33])[CH3:32])[N:23]=[CH:22][C:21]=2[O:20][CH2:19][CH2:18]1.C(O[BH-](OC(=O)C)OC(=O)C)(=O)C.[Na+].C(=O)([O-])O.[Na+], predict the reaction product. The product is: [O:17]1[C:26]2[CH:25]=[C:24]([CH2:27][N:28]([CH:36]3[CH2:41][CH2:40][N:39]([CH2:14][CH2:13][N:10]4[C:11]5[C:6](=[N:5][CH:4]=[C:3]([O:2][CH3:1])[CH:12]=5)[CH:7]=[CH:8][C:9]4=[O:16])[CH2:38][CH2:37]3)[C:29](=[O:35])[O:30][C:31]([CH3:34])([CH3:33])[CH3:32])[N:23]=[CH:22][C:21]=2[O:20][CH2:19][CH2:18]1. (4) Given the reactants C1(P(C2C=CC=CC=2)C2C=CC=CC=2)C=CC=CC=1.BrN1C(=O)CCC1=O.[Cl:28][C:29]1[CH:30]=[C:31]([C@@H:39]([CH2:43][CH:44]2[CH2:48][CH2:47][CH2:46][CH2:45]2)[C:40]([OH:42])=O)[CH:32]=[CH:33][C:34]=1[S:35]([CH3:38])(=[O:37])=[O:36].[S:49]1[CH:53]=[CH:52][CH:51]=[C:50]1[C:54]1[N:55]=[CH:56][C:57]([NH2:60])=[N:58][CH:59]=1.N1C=CC=CC=1, predict the reaction product. The product is: [Cl:28][C:29]1[CH:30]=[C:31]([C@@H:39]([CH2:43][CH:44]2[CH2:48][CH2:47][CH2:46][CH2:45]2)[C:40]([NH:60][C:57]2[CH:56]=[N:55][C:54]([C:50]3[S:49][CH:53]=[CH:52][CH:51]=3)=[CH:59][N:58]=2)=[O:42])[CH:32]=[CH:33][C:34]=1[S:35]([CH3:38])(=[O:36])=[O:37].